Task: Predict which catalyst facilitates the given reaction.. Dataset: Catalyst prediction with 721,799 reactions and 888 catalyst types from USPTO (1) Reactant: [CH:1]1([CH2:4][NH:5][C:6](=[O:30])[O:7][CH2:8][CH2:9][CH2:10][C:11]2[CH:16]=[CH:15][C:14]([OH:17])=[CH:13][C:12]=2[O:18][C:19]2[C:24]([Cl:25])=[CH:23][C:22]([C:26]([F:29])([F:28])[F:27])=[CH:21][N:20]=2)[CH2:3][CH2:2]1.C(=O)([O-])[O-].[K+].[K+].Br[CH2:38][C:39]([O:41][CH2:42][CH3:43])=[O:40].Cl. Product: [Cl:25][C:24]1[C:19]([O:18][C:12]2[CH:13]=[C:14]([CH:15]=[CH:16][C:11]=2[CH2:10][CH2:9][CH2:8][O:7][C:6]([NH:5][CH2:4][CH:1]2[CH2:3][CH2:2]2)=[O:30])[O:17][CH2:38][C:39]([O:41][CH2:42][CH3:43])=[O:40])=[N:20][CH:21]=[C:22]([C:26]([F:29])([F:27])[F:28])[CH:23]=1. The catalyst class is: 9. (2) Reactant: [CH3:1][O:2][C:3]1[CH:4]=[C:5]([CH:14]=[CH:15][CH:16]=1)[CH2:6][CH2:7][NH:8][CH:9]1[CH2:13][CH2:12][CH2:11][CH2:10]1.C(N(CC)CC)C.Cl[C:25]([O:27][CH3:28])=[O:26]. Product: [CH:9]1([N:8]([CH2:7][CH2:6][C:5]2[CH:14]=[CH:15][CH:16]=[C:3]([O:2][CH3:1])[CH:4]=2)[C:25](=[O:26])[O:27][CH3:28])[CH2:13][CH2:12][CH2:11][CH2:10]1. The catalyst class is: 27. (3) Reactant: [CH2:1]([C:5]1[CH:6]=[C:7]2[C:12](=[C:13]([O:15][C@H:16]3[CH2:20][CH2:19][N:18](C(OC(C)(C)C)=O)[CH2:17]3)[CH:14]=1)[N:11]=[CH:10][CH:9]=[CH:8]2)[CH2:2][CH2:3][CH3:4].Cl. Product: [CH2:1]([C:5]1[CH:6]=[C:7]2[C:12](=[C:13]([O:15][C@H:16]3[CH2:20][CH2:19][NH:18][CH2:17]3)[CH:14]=1)[N:11]=[CH:10][CH:9]=[CH:8]2)[CH2:2][CH2:3][CH3:4]. The catalyst class is: 12. (4) Reactant: C([O:3][C:4](=[O:26])[CH2:5][O:6][C:7]1([C:22]([F:25])([F:24])[F:23])[C:19]2[CH:18]=[C:17]([F:20])[CH:16]=[C:15]([Cl:21])[C:14]=2[C:13]2[C:8]1=[CH:9][CH:10]=[CH:11][CH:12]=2)C.[OH-].[Na+]. Product: [Cl:21][C:15]1[C:14]2[C:13]3[C:8](=[CH:9][CH:10]=[CH:11][CH:12]=3)[C:7]([C:22]([F:23])([F:24])[F:25])([O:6][CH2:5][C:4]([OH:26])=[O:3])[C:19]=2[CH:18]=[C:17]([F:20])[CH:16]=1. The catalyst class is: 8. (5) Reactant: [CH3:1][N:2]1[C:7](=[O:8])[CH:6]=[C:5]([Cl:9])[NH:4][C:3]1=[O:10].Br[CH2:12][C:13]1[CH:20]=[C:19]([F:21])[CH:18]=[CH:17][C:14]=1[C:15]#[N:16].C([O-])([O-])=O.[K+].[K+]. Product: [Cl:9][C:5]1[N:4]([CH2:12][C:13]2[CH:20]=[C:19]([F:21])[CH:18]=[CH:17][C:14]=2[C:15]#[N:16])[C:3](=[O:10])[N:2]([CH3:1])[C:7](=[O:8])[CH:6]=1. The catalyst class is: 58.